Dataset: Catalyst prediction with 721,799 reactions and 888 catalyst types from USPTO. Task: Predict which catalyst facilitates the given reaction. (1) Product: [C:1]1([C@@H:7]([NH:9][C:14]2[C:13]3[N:17]=[CH:18][N:19]([C:12]=3[N:11]=[CH:10][N:15]=2)[C@@H:20]2[O:24][C@H:23]([CH2:25][OH:26])[C@@H:22]([OH:27])[C@H:21]2[OH:28])[CH3:8])[CH:6]=[CH:5][CH:4]=[CH:3][CH:2]=1. Reactant: [C:1]1([C@@H:7]([NH2:9])[CH3:8])[CH:6]=[CH:5][CH:4]=[CH:3][CH:2]=1.[CH:10]1[N:15]=[C:14](Cl)[C:13]2[N:17]=[CH:18][N:19]([C@@H:20]3[O:24][C@H:23]([CH2:25][OH:26])[C@@H:22]([OH:27])[C@H:21]3[OH:28])[C:12]=2[N:11]=1. The catalyst class is: 14. (2) Reactant: [F:1][C:2]([F:21])([CH2:14][CH2:15][CH2:16][CH2:17][CH2:18][CH2:19][CH3:20])[CH2:3][CH2:4][CH2:5][CH2:6][CH2:7][CH2:8][CH2:9][C:10](OC)=[O:11].[H-].C([Al+]CC(C)C)C(C)C.CO.[C@H](O)(C([O-])=O)[C@@H](O)C([O-])=O.[Na+].[K+]. Product: [F:1][C:2]([F:21])([CH2:14][CH2:15][CH2:16][CH2:17][CH2:18][CH2:19][CH3:20])[CH2:3][CH2:4][CH2:5][CH2:6][CH2:7][CH2:8][CH2:9][CH:10]=[O:11]. The catalyst class is: 93. (3) Reactant: [CH2:1]([N:3]1[C:8]2[N:9]=[C:10](S(C)=O)[N:11]=[CH:12][C:7]=2[CH:6]=[C:5]([C:16]2[CH:21]=[CH:20][CH:19]=[CH:18][C:17]=2[S:22]([CH3:25])(=[O:24])=[O:23])[C:4]1=[O:26])[CH3:2].[CH2:27]([N:29]1[CH2:34][CH2:33][CH:32]([CH2:35][CH2:36][NH2:37])[CH2:31][CH2:30]1)[CH3:28].CCN(C(C)C)C(C)C. Product: [CH2:1]([N:3]1[C:8]2[N:9]=[C:10]([NH:37][CH2:36][CH2:35][CH:32]3[CH2:31][CH2:30][N:29]([CH2:27][CH3:28])[CH2:34][CH2:33]3)[N:11]=[CH:12][C:7]=2[CH:6]=[C:5]([C:16]2[CH:21]=[CH:20][CH:19]=[CH:18][C:17]=2[S:22]([CH3:25])(=[O:23])=[O:24])[C:4]1=[O:26])[CH3:2]. The catalyst class is: 1. (4) Reactant: [CH2:1]([C:3]1[C:8](/[CH:9]=[CH:10]/[O:11]C)=[CH:7][CH:6]=[CH:5][C:4]=1[C:13]1[N:17]=[C:16]([C:18]2[CH:19]=[CH:20][C:21]([O:26][CH:27]([CH3:29])[CH3:28])=[C:22]([CH:25]=2)[C:23]#[N:24])[S:15][N:14]=1)[CH3:2].Cl. Product: [CH2:1]([C:3]1[C:8]([CH2:9][CH:10]=[O:11])=[CH:7][CH:6]=[CH:5][C:4]=1[C:13]1[N:17]=[C:16]([C:18]2[CH:19]=[CH:20][C:21]([O:26][CH:27]([CH3:28])[CH3:29])=[C:22]([CH:25]=2)[C:23]#[N:24])[S:15][N:14]=1)[CH3:2]. The catalyst class is: 7. (5) Reactant: [NH:1]1[CH2:6][CH2:5][CH:4]([CH2:7][OH:8])[CH2:3][CH2:2]1.CCN(CC)CC.[C:16](Cl)(=[O:23])[C:17]1[CH:22]=[CH:21][CH:20]=[CH:19][CH:18]=1. Product: [OH:8][CH2:7][CH:4]1[CH2:5][CH2:6][N:1]([C:16]([C:17]2[CH:22]=[CH:21][CH:20]=[CH:19][CH:18]=2)=[O:23])[CH2:2][CH2:3]1. The catalyst class is: 2. (6) Reactant: CON(C)[C:4]([CH:6]1[CH2:10][CH2:9][N:8]([C:11]([O:13][C:14]([CH3:17])([CH3:16])[CH3:15])=[O:12])[CH2:7]1)=[O:5].[C:19]1([Mg]Br)[CH:24]=[CH:23][CH:22]=[CH:21][CH:20]=1.[NH4+].[Cl-]. Product: [C:4]([CH:6]1[CH2:10][CH2:9][N:8]([C:11]([O:13][C:14]([CH3:15])([CH3:16])[CH3:17])=[O:12])[CH2:7]1)(=[O:5])[C:19]1[CH:24]=[CH:23][CH:22]=[CH:21][CH:20]=1. The catalyst class is: 1.